Dataset: Catalyst prediction with 721,799 reactions and 888 catalyst types from USPTO. Task: Predict which catalyst facilitates the given reaction. (1) Product: [CH2:11]([C:6]1[C:5]([OH:4])=[CH:10][CH:9]=[CH:8][N:7]=1)[CH3:12]. Reactant: C([O:4][C:5]1[C:6]([CH2:11][CH3:12])=[N:7][CH:8]=[CH:9][CH:10]=1)(=O)C.[Li+].[OH-]. The catalyst class is: 8. (2) Reactant: C[O:2][C:3](=O)[C:4]1[CH:9]=[C:8]([Br:10])[CH:7]=[CH:6][C:5]=1[CH2:11][Br:12].CC(C[AlH]CC(C)C)C.Cl. Product: [Br:10][C:8]1[CH:7]=[CH:6][C:5]([CH2:11][Br:12])=[C:4]([CH2:3][OH:2])[CH:9]=1. The catalyst class is: 11.